Dataset: hERG potassium channel inhibition data for cardiac toxicity prediction from Karim et al.. Task: Regression/Classification. Given a drug SMILES string, predict its toxicity properties. Task type varies by dataset: regression for continuous values (e.g., LD50, hERG inhibition percentage) or binary classification for toxic/non-toxic outcomes (e.g., AMES mutagenicity, cardiotoxicity, hepatotoxicity). Dataset: herg_karim. (1) The molecule is CN1[C@H]2CCC[C@@H]1C[C@@H](NC(=O)c1cccc3oc(N4CCOCC4)nc13)C2. The result is 1 (blocker). (2) The molecule is CCCCN([C@H]1CCNC1)S(=O)(=O)c1ccc2ccccc2c1. The result is 1 (blocker). (3) The drug is NC1=N[C@@]2(CO1)c1cc(-c3cccnc3F)ccc1Oc1c(F)cc(-c3ccccn3)cc12. The result is 1 (blocker).